The task is: Predict the product of the given reaction.. This data is from Forward reaction prediction with 1.9M reactions from USPTO patents (1976-2016). (1) Given the reactants [Cl:1][CH2:2][CH2:3][CH2:4][N:5]1[CH2:10][C@H:9]2[C@:7]([C:11]3[CH:16]=[CH:15][C:14]([C:17]([F:20])([F:19])[F:18])=[CH:13][CH:12]=3)([CH2:8]2)[CH2:6]1.[CH3:21][N:22]1[C:26]([C:27]2[CH:32]=[CH:31][CH:30]=[CH:29][CH:28]=2)=[CH:25][NH:24][C:23]1=[S:33], predict the reaction product. The product is: [ClH:1].[CH3:21][N:22]1[C:26]([C:27]2[CH:32]=[CH:31][CH:30]=[CH:29][CH:28]=2)=[CH:25][N:24]=[C:23]1[S:33][CH2:2][CH2:3][CH2:4][N:5]1[CH2:10][C@H:9]2[C@:7]([C:11]3[CH:16]=[CH:15][C:14]([C:17]([F:20])([F:19])[F:18])=[CH:13][CH:12]=3)([CH2:8]2)[CH2:6]1. (2) Given the reactants Br[C:2]1[C:11]2[C:6](=[CH:7][CH:8]=[CH:9][CH:10]=2)[C:5]([NH2:12])=[N:4][CH:3]=1.C([O-])(=O)C.[K+].N#N.Cl[C:21]1[N:22]=[C:23]([N:43]2[CH2:48][CH2:47][O:46][CH2:45][CH2:44]2)[C:24]2[S:29][C:28]([CH2:30][N:31]3[CH2:36][CH2:35][N:34]([C:37]([CH3:42])([CH3:41])[C:38]([NH2:40])=[O:39])[CH2:33][CH2:32]3)=[CH:27][C:25]=2[N:26]=1.C(=O)([O-])[O-].[Na+].[Na+].C(P(C(C)(C)C)C(C)(C)C)(C)(C)C, predict the reaction product. The product is: [NH2:12][C:5]1[C:6]2[C:11](=[CH:10][CH:9]=[CH:8][CH:7]=2)[C:2]([C:21]2[N:22]=[C:23]([N:43]3[CH2:44][CH2:45][O:46][CH2:47][CH2:48]3)[C:24]3[S:29][C:28]([CH2:30][N:31]4[CH2:32][CH2:33][N:34]([C:37]([CH3:42])([CH3:41])[C:38]([NH2:40])=[O:39])[CH2:35][CH2:36]4)=[CH:27][C:25]=3[N:26]=2)=[CH:3][N:4]=1.